Dataset: Catalyst prediction with 721,799 reactions and 888 catalyst types from USPTO. Task: Predict which catalyst facilitates the given reaction. (1) Reactant: [Na+].C([O:4][P:5]([C:8]([F:22])([F:21])[CH2:9][C@@H:10]([OH:20])[C@@H:11]([OH:19])[C@@H:12]([OH:18])[CH2:13][N:14]([CH:16]=[O:17])[OH:15])(=[O:7])[O-:6])C.N1C=CC=CC=1.C[Si](Br)(C)C. Product: [F:21][C:8]([P:5](=[O:4])([OH:6])[OH:7])([F:22])[CH2:9][C@@H:10]([OH:20])[C@@H:11]([OH:19])[C@@H:12]([OH:18])[CH2:13][N:14]([CH:16]=[O:17])[OH:15]. The catalyst class is: 2. (2) Reactant: [NH2:1]/[C:2](/[CH2:9][CH2:10][CH3:11])=[CH:3]/[C:4]([O:6][CH2:7][CH3:8])=[O:5].[O:12]1[CH2:17][C:16](=O)[CH2:15][C:14](=[O:19])[CH2:13]1.[Br:20][C:21]1[CH:22]=[C:23]([CH:26]=[CH:27][C:28]=1[F:29])[CH:24]=O. Product: [Br:20][C:21]1[CH:22]=[C:23]([CH:24]2[C:3]([C:4]([O:6][CH2:7][CH3:8])=[O:5])=[C:2]([CH2:9][CH2:10][CH3:11])[NH:1][C:16]3[CH2:17][O:12][CH2:13][C:14](=[O:19])[C:15]2=3)[CH:26]=[CH:27][C:28]=1[F:29]. The catalyst class is: 8. (3) Reactant: [Al+3].[Cl-].[Cl-].[Cl-].[N:5]1[C:10]2[NH:11][CH:12]=[CH:13][C:9]=2[CH:8]=[CH:7][N:6]=1.[C:14](Cl)(=[O:16])[CH3:15]. Product: [N:5]1[C:10]2[NH:11][CH:12]=[C:13]([C:14](=[O:16])[CH3:15])[C:9]=2[CH:8]=[CH:7][N:6]=1. The catalyst class is: 2. (4) Reactant: [Cl:1][C:2]1[N:3]([CH2:10][C@@:11]([OH:19])([CH3:18])[CH2:12]OS(C)(=O)=O)[CH:4]=[C:5]([N+:7]([O-:9])=[O:8])[N:6]=1.C1CCN2C(=NCCC2)CC1. Product: [Cl:1][C:2]1[N:3]([CH2:10][C@@:11]2([CH3:18])[CH2:12][O:19]2)[CH:4]=[C:5]([N+:7]([O-:9])=[O:8])[N:6]=1. The catalyst class is: 2. (5) Reactant: [CH3:1][N:2]1[CH:6]=[CH:5][C:4]([N:7]2[C:15]3[C:10](=[C:11]([N+:16]([O-])=O)[CH:12]=[CH:13][CH:14]=3)[CH:9]=[CH:8]2)=[N:3]1. Product: [CH3:1][N:2]1[CH:6]=[CH:5][C:4]([N:7]2[C:15]3[CH:14]=[CH:13][CH:12]=[C:11]([NH2:16])[C:10]=3[CH:9]=[CH:8]2)=[N:3]1. The catalyst class is: 586. (6) Product: [OH:1][C:2]1[C:11]2[C:6](=[CH:7][CH:8]=[CH:9][CH:10]=2)[C:5]([OH:12])=[CH:4][C:3]=1[C:14]([O:16][CH3:17])=[O:15]. The catalyst class is: 6. Reactant: [OH:1][C:2]1[C:11]2[C:6](=[CH:7][CH:8]=[CH:9][CH:10]=2)[C:5]([O:12]C)=[CH:4][C:3]=1[C:14]([O:16][CH3:17])=[O:15].ClCCl.B(Br)(Br)Br.